Dataset: Forward reaction prediction with 1.9M reactions from USPTO patents (1976-2016). Task: Predict the product of the given reaction. The product is: [OH:8][C:6](=[CH:15][C:16](=[O:21])[C:17]([CH3:20])([CH3:19])[CH3:18])[C:5]([O:12][CH2:13][CH3:14])=[O:11]. Given the reactants [O-]CC.[Na+].[C:5]([O:12][CH2:13][CH3:14])(=[O:11])[C:6]([O:8]CC)=O.[CH3:15][C:16](=[O:21])[C:17]([CH3:20])([CH3:19])[CH3:18], predict the reaction product.